From a dataset of Experimentally validated miRNA-target interactions with 360,000+ pairs, plus equal number of negative samples. Binary Classification. Given a miRNA mature sequence and a target amino acid sequence, predict their likelihood of interaction. (1) The miRNA is hsa-miR-1264 with sequence CAAGUCUUAUUUGAGCACCUGUU. The protein sequence of the target gene is MEEDDSYVPSDLTAEERQELENIRRRKQELLADIQRLKDEIAEVANEIENLGSTEERKNMQRNKQVAMGRKKFNMDPKKGIQFLIENDLLKNTCEDIAQFLYKGEGLNKTAIGDYLGERDEFNIQVLHAFVELHEFTDLNLVQALRQFLWSFRLPGEAQKIDRMMEAFAQRYCQCNNGVFQSTDTCYVLSFAIIMLNTSLHNPNVKDKPTVERFIAMNRGINDGGDLPEELLRNLYESIKNEPFKIPEDDGNDLTHTFFNPDREGWLLKLGGGRVKTWKRRWFILTDNCLYYFEYTTDKE.... Result: 0 (no interaction). (2) The miRNA is hsa-miR-519c-5p with sequence CUCUAGAGGGAAGCGCUUUCUG. The protein sequence of the target gene is MGSPGASLGIKKALQSEQATALPASAPAVSQPTAPAPSCLPKAGQVIPTLLREAPFSSVIAPTLLCGFLFLAWVAAEVPEESSRMAGSGARSEEGRRQHAFVPEPFDGANVVPNLWLHSFEVINDLNHWDHITKLRFLKESLRGEALGVYNRLSPQDQGDYGTVKEALLKAFGVPGAAPSHLPKEIVFANSMGKGYYLKGKIGKVPVRFLVDSGAQVSVVHPNLWEEVTDGDLDTLQPFENVVKVANGAEMKILGVWDTAVSLGKLKLKAQFLVANASAEEAIIGTDVLQDHNAILDFEH.... Result: 0 (no interaction).